This data is from Catalyst prediction with 721,799 reactions and 888 catalyst types from USPTO. The task is: Predict which catalyst facilitates the given reaction. (1) Reactant: Cl[C:2]1[CH:7]=[CH:6][N:5]2[N:8]=[CH:9][C:10]([C:11]([O:13][CH2:14][CH3:15])=[O:12])=[C:4]2[N:3]=1.Cl.[F:17][C:18]1[CH:19]=[CH:20][C:21]([C:29]([F:32])([F:31])[F:30])=[C:22]([C@H:24]2[CH2:28][CH2:27][CH2:26][NH:25]2)[CH:23]=1.C(N(C(C)C)CC)(C)C. Product: [F:17][C:18]1[CH:19]=[CH:20][C:21]([C:29]([F:32])([F:30])[F:31])=[C:22]([C@H:24]2[CH2:28][CH2:27][CH2:26][N:25]2[C:2]2[CH:7]=[CH:6][N:5]3[N:8]=[CH:9][C:10]([C:11]([O:13][CH2:14][CH3:15])=[O:12])=[C:4]3[N:3]=2)[CH:23]=1. The catalyst class is: 32. (2) Reactant: [I:1][C:2]1[CH:8]=[CH:7][C:5]([NH2:6])=[CH:4][C:3]=1[CH3:9].N1C=CC=CC=1.[CH3:16][S:17](Cl)(=[O:19])=[O:18]. Product: [I:1][C:2]1[CH:8]=[CH:7][C:5]([NH:6][S:17]([CH3:16])(=[O:19])=[O:18])=[CH:4][C:3]=1[CH3:9]. The catalyst class is: 2. (3) Reactant: [Mg].[Br:2][C:3]1[CH:8]=[CH:7][C:6]([CH2:9]Br)=[CH:5][CH:4]=1.CON(C)[C:14]([CH:16]1[CH2:21][CH2:20][N:19]([C:22]([O:24][C:25]([CH3:28])([CH3:27])[CH3:26])=[O:23])[CH2:18][CH2:17]1)=[O:15]. Product: [Br:2][C:3]1[CH:8]=[CH:7][C:6]([CH2:9][CH:14]([CH:16]2[CH2:21][CH2:20][N:19]([C:22]([O:24][C:25]([CH3:28])([CH3:27])[CH3:26])=[O:23])[CH2:18][CH2:17]2)[OH:15])=[CH:5][CH:4]=1. The catalyst class is: 385.